Dataset: Reaction yield outcomes from USPTO patents with 853,638 reactions. Task: Predict the reaction yield, written as a fraction of the theoretical maximum amount of product (1.0 means a 100% yield; for example, 0.34 means a 34% yield). The reactants are [N:1]1[CH:6]=[CH:5][CH:4]=[CH:3][C:2]=1[S:7][C:8]1[CH:9]=[C:10]([O:30][C:31]2[C:32]([CH3:38])=[N:33][N:34]([CH3:37])[C:35]=2[CH3:36])[C:11]([NH:14][C:15]2[S:19][N:18]=[C:17]([C@H:20]3[CH2:24][O:23]C4(CCCCC4)[O:21]3)[N:16]=2)=[N:12][CH:13]=1.[ClH:39].C(=O)(O)[O-].[Na+]. The catalyst is C(O)C. The product is [ClH:39].[N:1]1[CH:6]=[CH:5][CH:4]=[CH:3][C:2]=1[S:7][C:8]1[CH:9]=[C:10]([O:30][C:31]2[C:32]([CH3:38])=[N:33][N:34]([CH3:37])[C:35]=2[CH3:36])[C:11]([NH:14][C:15]2[S:19][N:18]=[C:17]([C@H:20]([OH:21])[CH2:24][OH:23])[N:16]=2)=[N:12][CH:13]=1. The yield is 0.659.